Dataset: Experimentally validated miRNA-target interactions with 360,000+ pairs, plus equal number of negative samples. Task: Binary Classification. Given a miRNA mature sequence and a target amino acid sequence, predict their likelihood of interaction. (1) The miRNA is mmu-miR-300-3p with sequence UAUGCAAGGGCAAGCUCUCUUC. The protein sequence of the target gene is MAAAVAAPLAAGGEEAAATTSVPGSPGLPGRRSAERALEEAVATGTLNLSNRRLKHFPRGAARSYDLSDITQADLSRNRFPEVPEAACQLVSLEGLSLYHNCLRCLNPALGNLTALTYLNLSRNQLSLLPPYICQLPLRVLIVSNNKLGALPPDIGTLGSLRQLDVSSNELQSLPSELCGLSSLRDLNVRRNQLSTLPEELGDLPLVRLDFSCNRVSRIPVSFCRLRHLQVILLDSNPLQSPPAQVCLKGKLHIFKYLSTEAGQRGSALGDLAPSRPPSFSPCPAEDLFPGHRYDGGLDS.... Result: 0 (no interaction). (2) The miRNA is hsa-miR-421 with sequence AUCAACAGACAUUAAUUGGGCGC. The protein sequence of the target gene is MVLHLLLFLLLTPQGGHSCQGLELARELVLAKVRALFLDALGPPAVTREGGDPGVRRLPRRHALGGFTHRGSEPEEEEDVSQAILFPATDASCEDKSAARGLAQEAEEGLFRYMFRPSQHTRSRQVTSAQLWFHTGLDRQGTAASNSSEPLLGLLALSPGGPVAVPMSLGHAPPHWAVLHLATSALSLLTHPVLVLLLRCPLCTCSARPEATPFLVAHTRTRPPSGGERARRSTPLMSWPWSPSALRLLQRPPEEPAAHANCHRVALNISFQELGWERWIVYPPSFIFHYCHGGCGLHIP.... Result: 0 (no interaction). (3) The protein sequence of the target gene is MPLVKRNIEPRHLCRGALPEGITSELECVTNSTLAAIIRQLSSLSKHAEDIFGELFNEANNFYIRANSLQDRIDRLAVKVTQLDSTVEEVSLQDINMKKAFKSSTVQDQQVVSKNSIPNPVADIYNQSDKPPPLNILTPYRDDKKDGLKFYTDPSYFFDLWKEKMLQDTEDKRKEKRRQKEQKRIDGTTREVKKVRKARNRRQEWNMMAYDKELRPDNRLSQSVYHGASSEGSLSPDTRSHASDVTDYSYPATPNHSLHPQPVTPSYAAGDVPPHGPASQAAEHEYRPPSASARHMALNR.... The miRNA is hsa-miR-6860 with sequence ACUGGGCAGGGCUGUGGUGAGU. Result: 1 (interaction). (4) The miRNA is hsa-miR-3165 with sequence AGGUGGAUGCAAUGUGACCUCA. The protein sequence of the target gene is MGVQPPNFSWVLPGRLAGLALPRLPAHYQFLLDLGVRHLVSLTERGPPHSDSCPGLTLHRLRIPDFCPPAPDQIDRFVQIVDEANARGEAVGVHCALGFGRTGTMLACYLVKERGLAAGDAIAEIRRLRPGSIETYEQEKAVFQFYQRTK. Result: 0 (no interaction).